Task: Predict which catalyst facilitates the given reaction.. Dataset: Catalyst prediction with 721,799 reactions and 888 catalyst types from USPTO (1) Reactant: [C:1]([C:5]1[CH:38]=[CH:37][C:8]([C:9]([NH:11][C:12]2[C:13]([CH3:36])=[C:14]([C:18]3[N:23]=[C:22]([NH:24][C:25]4[CH:33]=[CH:32][C:28]([C:29](O)=[O:30])=[CH:27][CH:26]=4)[C:21](=[O:34])[N:20]([CH3:35])[CH:19]=3)[CH:15]=[CH:16][CH:17]=2)=[O:10])=[CH:7][CH:6]=1)([CH3:4])([CH3:3])[CH3:2].F[P-](F)(F)(F)(F)F.N1(O[P+](N(C)C)(N(C)C)N(C)C)C2C=CC=CC=2N=N1.C(N(CC)C(C)C)(C)C.[CH3:75][N:76]1[CH2:81][CH2:80][NH:79][CH2:78][CH2:77]1. Product: [C:1]([C:5]1[CH:38]=[CH:37][C:8]([C:9]([NH:11][C:12]2[CH:17]=[CH:16][CH:15]=[C:14]([C:18]3[N:23]=[C:22]([NH:24][C:25]4[CH:26]=[CH:27][C:28]([C:29]([N:79]5[CH2:80][CH2:81][N:76]([CH3:75])[CH2:77][CH2:78]5)=[O:30])=[CH:32][CH:33]=4)[C:21](=[O:34])[N:20]([CH3:35])[CH:19]=3)[C:13]=2[CH3:36])=[O:10])=[CH:7][CH:6]=1)([CH3:2])([CH3:3])[CH3:4]. The catalyst class is: 145. (2) Reactant: [C:1]([O:5][C:6]([N:8]1[CH2:12][CH2:11][CH2:10][C@H:9]1[C:13]([OH:15])=O)=[O:7])([CH3:4])([CH3:3])[CH3:2].C(OC1C=CC2C(=CC=CC=2)N1C(OCC)=O)C.[NH2:34][C:35]1[C:43]2[C:38](=[CH:39][C:40]([C:44]3[CH:49]=[CH:48][C:47]([C:50]4[NH:54][C:53]([C@@H:55]5[CH2:59][CH2:58][CH2:57][N:56]5[C:60]([O:62][C:63]([CH3:66])([CH3:65])[CH3:64])=[O:61])=[N:52][CH:51]=4)=[CH:46][CH:45]=3)=[CH:41][CH:42]=2)[N:37]([C:67]([O:69][C:70]([CH3:73])([CH3:72])[CH3:71])=[O:68])[N:36]=1.CCN(C(C)C)C(C)C. Product: [C:63]([O:62][C:60]([N:56]1[CH2:57][CH2:58][CH2:59][C@H:55]1[C:53]1[NH:54][C:50]([C:47]2[CH:48]=[CH:49][C:44]([C:40]3[CH:39]=[C:38]4[C:43]([C:35]([NH:34][C:13]([C@@H:9]5[CH2:10][CH2:11][CH2:12][N:8]5[C:6]([O:5][C:1]([CH3:2])([CH3:3])[CH3:4])=[O:7])=[O:15])=[N:36][N:37]4[C:67]([O:69][C:70]([CH3:73])([CH3:72])[CH3:71])=[O:68])=[CH:42][CH:41]=3)=[CH:45][CH:46]=2)=[CH:51][N:52]=1)=[O:61])([CH3:66])([CH3:65])[CH3:64]. The catalyst class is: 61. (3) Reactant: [F:1][C:2]1[CH:3]=[C:4]([N:16]2[CH2:20][C@H:19]([CH2:21][NH:22][C:23](=[O:25])[CH3:24])[O:18][C:17]2=[O:26])[CH:5]=[CH:6][C:7]=1[CH:8]1[CH2:13][CH2:12][S:11](=[O:15])(=[O:14])[NH:10][CH2:9]1.[C:27](=O)([O-])[O-].[K+].[K+].CI. Product: [F:1][C:2]1[CH:3]=[C:4]([N:16]2[CH2:20][C@H:19]([CH2:21][NH:22][C:23](=[O:25])[CH3:24])[O:18][C:17]2=[O:26])[CH:5]=[CH:6][C:7]=1[CH:8]1[CH2:13][CH2:12][S:11](=[O:14])(=[O:15])[N:10]([CH3:27])[CH2:9]1. The catalyst class is: 3. (4) Reactant: [C:1]([Si:5]([CH3:15])([CH3:14])[O:6][C:7]1[CH:8]=[C:9]([CH3:13])[CH:10]=[CH:11][CH:12]=1)([CH3:4])([CH3:3])[CH3:2].[Br:16]N1C(=O)CCC1=O. Product: [Br:16][CH2:13][C:9]1[CH:8]=[C:7]([CH:12]=[CH:11][CH:10]=1)[O:6][Si:5]([C:1]([CH3:4])([CH3:3])[CH3:2])([CH3:15])[CH3:14]. The catalyst class is: 340.